This data is from Reaction yield outcomes from USPTO patents with 853,638 reactions. The task is: Predict the reaction yield, written as a fraction of the theoretical maximum amount of product (1.0 means a 100% yield; for example, 0.34 means a 34% yield). (1) The reactants are [Cl-].O[NH3+:3].[C:4](=[O:7])([O-])[OH:5].[Na+].CS(C)=O.[CH2:13]([C:17]1[N:18]([CH2:31][C:32]2[CH:37]=[CH:36][C:35]([C:38]3[C:39]([C:44]#[N:45])=[CH:40][CH:41]=[CH:42][CH:43]=3)=[CH:34][CH:33]=2)[C:19](=[O:30])[C:20]([C:24]2[CH2:29][CH2:28][CH2:27][CH2:26][CH:25]=2)=[C:21]([CH3:23])[N:22]=1)[CH2:14][CH2:15][CH3:16]. The catalyst is O. The product is [CH2:13]([C:17]1[N:18]([CH2:31][C:32]2[CH:37]=[CH:36][C:35]([C:38]3[CH:43]=[CH:42][CH:41]=[CH:40][C:39]=3[C:44]3[NH:3][C:4](=[O:7])[O:5][N:45]=3)=[CH:34][CH:33]=2)[C:19](=[O:30])[C:20]([C:24]2[CH2:29][CH2:28][CH2:27][CH2:26][CH:25]=2)=[C:21]([CH3:23])[N:22]=1)[CH2:14][CH2:15][CH3:16]. The yield is 0.490. (2) The reactants are [CH3:1][C:2]1([CH3:11])[CH2:7][CH2:6][CH2:5][C@H:4]([CH3:8])[C@H:3]1[CH2:9][OH:10].[F:12][C:13]1[CH:14]=[C:15](O)[CH:16]=[CH:17][CH:18]=1.C1(P(C2C=CC=CC=2)C2C=CC=CC=2)C=CC=CC=1.N(C(OCC)=O)=NC(OCC)=O. The catalyst is O1CCCC1. The product is [F:12][C:13]1[CH:14]=[CH:15][CH:16]=[C:17]([O:10][CH2:9][C@@H:3]2[C@@H:4]([CH3:8])[CH2:5][CH2:6][CH2:7][C:2]2([CH3:1])[CH3:11])[CH:18]=1. The yield is 0.240.